This data is from Catalyst prediction with 721,799 reactions and 888 catalyst types from USPTO. The task is: Predict which catalyst facilitates the given reaction. (1) Reactant: II.Br[C:4]1[CH:9]=[CH:8][C:7]([Cl:10])=[CH:6][C:5]=1[C:11]([F:14])([F:13])[F:12].[CH:15](=[O:19])[CH:16]([CH3:18])[CH3:17].Cl. Product: [Cl:10][C:7]1[CH:8]=[CH:9][C:4]([CH:15]([OH:19])[CH:16]([CH3:18])[CH3:17])=[C:5]([C:11]([F:14])([F:13])[F:12])[CH:6]=1. The catalyst class is: 27. (2) The catalyst class is: 113. Product: [OH:26][C:25]1[C:20]2=[N:21][CH:22]=[CH:23][CH:24]=[C:19]2[CH2:18][CH:17]([C:29]2[CH:34]=[CH:33][CH:32]=[CH:31][CH:30]=2)[O:16][C:15]=1[C:14]([O:13][CH3:12])=[O:35]. Reactant: CC(C)([O-])C.[K+].C1COCC1.[CH3:12][O:13][C:14](=[O:35])[CH2:15][O:16][CH:17]([C:29]1[CH:34]=[CH:33][CH:32]=[CH:31][CH:30]=1)[CH2:18][C:19]1[C:20]([C:25](OC)=[O:26])=[N:21][CH:22]=[CH:23][CH:24]=1. (3) Reactant: C(NO)(O[CH2:4][CH:5]1[C:17]2[C:12](=[CH:13][CH:14]=[CH:15][CH:16]=2)[C:11]2[C:6]1=[CH:7][CH:8]=[CH:9][CH:10]=2)=O.CC[N:22]=C=NCCCN(C)C.[CH:31]1[CH:32]=[CH:33][C:34]2N(O)N=N[C:35]=2[CH:36]=1.COC(=O)C(N)(NC(=O)[C:55]1[CH:60]=[CH:59][C:58]([C:61]#[C:62]C#CC2C=CC(N)=CC=2)=[CH:57][CH:56]=1)CC(OC(C)(C)C)=O.CCN(C(C)C)C(C)C.[CH3:84][N:85]([CH:87]=[O:88])C. Product: [C:5]([CH:4]([NH2:22])[CH2:84][NH:85][C:87](=[O:88])[C:55]1[CH:60]=[CH:59][C:58]([C:61]#[CH:62])=[CH:57][CH:56]=1)([C:6]1[CH:7]=[CH:8][CH:9]=[CH:10][CH:11]=1)([C:17]1[CH:16]=[CH:15][CH:14]=[CH:13][CH:12]=1)[C:35]1[CH:34]=[CH:33][CH:32]=[CH:31][CH:36]=1. The catalyst class is: 25. (4) Reactant: CNCCN(C)C.[Li]CCCC.[CH3:13][O:14][C:15]1[CH:22]=[CH:21][C:18]([CH:19]=[O:20])=[CH:17][N:16]=1.[I:23]CCI. Product: [I:23][C:21]1[CH:22]=[C:15]([O:14][CH3:13])[N:16]=[CH:17][C:18]=1[CH2:19][OH:20]. The catalyst class is: 1. (5) Reactant: [CH2:1]([O:8][C@H:9]1[CH2:13][CH2:12][CH2:11][C@@H:10]1[C:14]1[N:18](C2CCCCO2)[N:17]=[CH:16][CH:15]=1)[C:2]1[CH:7]=[CH:6][CH:5]=[CH:4][CH:3]=1. Product: [CH2:1]([O:8][C@H:9]1[CH2:13][CH2:12][CH2:11][C@@H:10]1[C:14]1[NH:18][N:17]=[CH:16][CH:15]=1)[C:2]1[CH:3]=[CH:4][CH:5]=[CH:6][CH:7]=1. The catalyst class is: 281. (6) Reactant: C(OC([C:6]1[C:7]([N:15]2[CH2:20][CH2:19][C:18]([NH2:29])([CH2:21][C:22]3[CH:27]=[CH:26][C:25]([Cl:28])=[CH:24][CH:23]=3)[CH2:17][CH2:16]2)=[C:8]2[CH:14]=[N:13][NH:12][C:9]2=[N:10][CH:11]=1)=O)C.O. Product: [Cl:28][C:25]1[CH:26]=[CH:27][C:22]([CH2:21][C:18]2([NH2:29])[CH2:19][CH2:20][N:15]([C:7]3[CH:6]=[CH:11][N:10]=[C:9]4[NH:12][N:13]=[CH:14][C:8]=34)[CH2:16][CH2:17]2)=[CH:23][CH:24]=1. The catalyst class is: 500. (7) Reactant: Br[C:2]1[CH:3]=[C:4]([N:8]2[CH2:13][CH2:12][CH:11]([C:14]([O:16][CH2:17][CH3:18])=[O:15])[CH2:10][CH2:9]2)[CH:5]=[CH:6][CH:7]=1.[B:19]1([B:19]2[O:23][C:22]([CH3:25])([CH3:24])[C:21]([CH3:27])([CH3:26])[O:20]2)[O:23][C:22]([CH3:25])([CH3:24])[C:21]([CH3:27])([CH3:26])[O:20]1.C([O-])(=O)C.[K+]. Product: [CH3:26][C:21]1([CH3:27])[C:22]([CH3:25])([CH3:24])[O:23][B:19]([C:2]2[CH:3]=[C:4]([N:8]3[CH2:13][CH2:12][CH:11]([C:14]([O:16][CH2:17][CH3:18])=[O:15])[CH2:10][CH2:9]3)[CH:5]=[CH:6][CH:7]=2)[O:20]1. The catalyst class is: 75. (8) Reactant: [NH:1]1[CH2:6][CH2:5][CH2:4][C@@H:3]([C:7]([OH:9])=[O:8])[CH2:2]1.C(=O)(O)[O-].[Na+].Cl[C:16]([O:18][CH2:19][C:20]1[CH:25]=[CH:24][CH:23]=[CH:22][CH:21]=1)=[O:17]. Product: [CH2:19]([O:18][C:16]([N:1]1[CH2:6][CH2:5][CH2:4][C@@H:3]([C:7]([OH:9])=[O:8])[CH2:2]1)=[O:17])[C:20]1[CH:25]=[CH:24][CH:23]=[CH:22][CH:21]=1. The catalyst class is: 20. (9) Reactant: C([N:4]([C:40]1[CH:45]=[CH:44][C:43]([Cl:46])=[CH:42][CH:41]=1)[C@H:5]1[C:14]2[C:9](=[CH:10][CH:11]=[CH:12][CH:13]=2)[N:8]([C:15]([C:17]2[CH:38]=[CH:37][C:20]([O:21][CH2:22][CH2:23][CH:24]([NH:29][C:30](OC(C)(C)C)=O)[C:25]([O:27][CH3:28])=[O:26])=[CH:19][CH:18]=2)=[O:16])[C@@H:7]([CH3:39])[CH2:6]1)(=O)C.Cl.[C:48](O[BH-](OC(=O)C)OC(=O)C)(=O)[CH3:49].[Na+].[CH:62](=[O:64])[CH3:63].Cl[CH2:66]Cl. Product: [C:62]([N:4]([C:40]1[CH:45]=[CH:44][C:43]([Cl:46])=[CH:42][CH:41]=1)[C@H:5]1[C:14]2[C:9](=[CH:10][CH:11]=[CH:12][CH:13]=2)[N:8]([C:15]([C:17]2[CH:38]=[CH:37][C:20]([O:21][CH2:22][CH2:23][CH:24]([N:29]([CH2:30][CH3:66])[CH2:48][CH3:49])[C:25]([O:27][CH3:28])=[O:26])=[CH:19][CH:18]=2)=[O:16])[C@@H:7]([CH3:39])[CH2:6]1)(=[O:64])[CH3:63]. The catalyst class is: 12. (10) Reactant: [OH:1][C@@H:2]([CH3:6])[C:3]([OH:5])=[O:4].CC(C)([O-])C.[K+].[CH3:13][O:14][C:15]1[CH:22]=[CH:21][C:18]([CH2:19]Cl)=[CH:17][CH:16]=1. Product: [OH:1][C@@H:2]([CH3:6])[C:3]([O:5][CH2:19][C:18]1[CH:21]=[CH:22][C:15]([O:14][CH3:13])=[CH:16][CH:17]=1)=[O:4]. The catalyst class is: 3.